From a dataset of Reaction yield outcomes from USPTO patents with 853,638 reactions. Predict the reaction yield, written as a fraction of the theoretical maximum amount of product (1.0 means a 100% yield; for example, 0.34 means a 34% yield). The reactants are Br[C:2]1[CH:3]=[C:4]2[C:9](=[CH:10][CH:11]=1)[N:8]=[C:7]([CH3:12])[C:6]([C:13](=[O:18])[C:14]([F:17])([F:16])[F:15])=[C:5]2[C:19]1[CH:24]=[CH:23][CH:22]=[CH:21][CH:20]=1.[NH:25]1[CH2:30][CH2:29][O:28][CH2:27][CH2:26]1. No catalyst specified. The product is [F:15][C:14]([F:17])([F:16])[C:13]([C:6]1[C:7]([CH3:12])=[N:8][C:9]2[C:4]([C:5]=1[C:19]1[CH:24]=[CH:23][CH:22]=[CH:21][CH:20]=1)=[CH:3][C:2]([N:25]1[CH2:30][CH2:29][O:28][CH2:27][CH2:26]1)=[CH:11][CH:10]=2)=[O:18]. The yield is 0.490.